From a dataset of Full USPTO retrosynthesis dataset with 1.9M reactions from patents (1976-2016). Predict the reactants needed to synthesize the given product. (1) Given the product [C:43]([OH:55])(=[O:54])[CH2:44][C:45]([CH2:50][C:51]([OH:53])=[O:52])([C:47]([OH:49])=[O:48])[OH:46].[Cl:1][C:2]1[C:3]([C:36]2[CH2:41][CH2:40][CH2:39][CH2:38][CH:37]=2)=[CH:4][C:5]([O:34][CH3:35])=[C:6]([CH:33]=1)[C:7]([N:9]1[C:15]2[CH:16]=[CH:17][CH:18]=[CH:19][C:14]=2[CH2:13][N:12]2[C:20]([C:23]([N:25]([CH2:27][CH2:28][CH2:29][N:30]([CH3:31])[CH3:32])[CH3:26])=[O:24])=[CH:21][CH:22]=[C:11]2[CH2:10]1)=[O:8], predict the reactants needed to synthesize it. The reactants are: [Cl:1][C:2]1[C:3]([C:36]2[CH2:41][CH2:40][CH2:39][CH2:38][CH:37]=2)=[CH:4][C:5]([O:34][CH3:35])=[C:6]([CH:33]=1)[C:7]([N:9]1[C:15]2[CH:16]=[CH:17][CH:18]=[CH:19][C:14]=2[CH2:13][N:12]2[C:20]([C:23]([N:25]([CH2:27][CH2:28][CH2:29][N:30]([CH3:32])[CH3:31])[CH3:26])=[O:24])=[CH:21][CH:22]=[C:11]2[CH2:10]1)=[O:8].O.[C:43]([OH:55])(=[O:54])[CH2:44][C:45]([CH2:50][C:51]([OH:53])=[O:52])([C:47]([OH:49])=[O:48])[OH:46]. (2) Given the product [CH3:19][O:18][C:17]1[C:8]([O:7][CH3:6])=[C:9]([C:3]([OH:5])=[O:1])[C:10]2[C:15]([CH:16]=1)=[CH:14][CH:13]=[CH:12][CH:11]=2, predict the reactants needed to synthesize it. The reactants are: [OH-:1].[K+].[CH2:3]([OH:5])C.[CH3:6][O:7][C:8]1[CH:9]=[C:10]2[C:15](=[CH:16][C:17]=1[O:18][CH3:19])[C:14](C#N)=[CH:13][CH:12]=[CH:11]2.CO. (3) Given the product [C:1]([C:3]1[CH:4]=[CH:5][C:6]([C:9]2[CH:13]=[C:12]([C:14]([OH:16])=[O:15])[N:11]([CH3:19])[N:10]=2)=[CH:7][CH:8]=1)#[N:2], predict the reactants needed to synthesize it. The reactants are: [C:1]([C:3]1[CH:8]=[CH:7][C:6]([C:9]2[CH:13]=[C:12]([C:14]([O:16]CC)=[O:15])[N:11]([CH3:19])[N:10]=2)=[CH:5][CH:4]=1)#[N:2].[Li+].[OH-].O.Cl. (4) Given the product [CH2:43]([C:47]1[O:51][N:50]=[CH:49][C:48]=1[C:52]([N:1]1[CH2:5][CH2:4][CH:3]([C:6]2[CH:7]=[N:8][CH:9]=[CH:10][CH:11]=2)[CH2:2]1)=[O:53])[CH2:44][CH2:45][CH3:46], predict the reactants needed to synthesize it. The reactants are: [NH:1]1[CH2:5][CH2:4][CH:3]([C:6]2[CH:7]=[N:8][CH:9]=[CH:10][CH:11]=2)[CH2:2]1.CN(C(ON1N=NC2C=CC=CC1=2)=[N+](C)C)C.[B-](F)(F)(F)F.C(N(C(C)C)C(C)C)C.[CH2:43]([C:47]1[O:51][N:50]=[CH:49][C:48]=1[C:52](O)=[O:53])[CH2:44][CH2:45][CH3:46]. (5) Given the product [S:20]1[C:21]2[CH:28]=[CH:27][CH:26]=[C:25]([NH:29][C:16](=[O:18])[CH2:15][C:3]3[N:2]([CH3:1])[C:7](=[O:8])[CH:6]=[C:5]([N:9]4[CH2:10][CH2:11][O:12][CH2:13][CH2:14]4)[N:4]=3)[C:22]=2[CH:23]=[CH:24]1, predict the reactants needed to synthesize it. The reactants are: [CH3:1][N:2]1[C:7](=[O:8])[CH:6]=[C:5]([N:9]2[CH2:14][CH2:13][O:12][CH2:11][CH2:10]2)[N:4]=[C:3]1[CH2:15][C:16]([O-:18])=O.[Na+].[S:20]1[CH:24]=[CH:23][C:22]2[C:25]([NH2:29])=[CH:26][CH:27]=[CH:28][C:21]1=2.Cl.CN(C)CCCN=C=NCC. (6) Given the product [CH3:21][N:3]1[C:2](=[O:1])[CH2:7][CH2:6][N:5]2[N:8]=[C:9]([C:13]3[CH:14]=[N:15][CH:16]=[CH:17][CH:18]=3)[C:10]([C:11]#[N:12])=[C:4]12, predict the reactants needed to synthesize it. The reactants are: [O:1]=[C:2]1[CH2:7][CH2:6][N:5]2[N:8]=[C:9]([C:13]3[CH:14]=[N:15][CH:16]=[CH:17][CH:18]=3)[C:10]([C:11]#[N:12])=[C:4]2[NH:3]1.[H-].[Na+].[CH3:21]I.O.